From a dataset of Forward reaction prediction with 1.9M reactions from USPTO patents (1976-2016). Predict the product of the given reaction. (1) The product is: [NH2:1][C:4]1[CH:9]=[CH:8][C:7]([C:10]2[CH2:15][CH2:14][CH:13]([NH:16][C:17](=[O:23])[O:18][C:19]([CH3:21])([CH3:20])[CH3:22])[CH2:12][CH:11]=2)=[CH:6][CH:5]=1. Given the reactants [N+:1]([C:4]1[CH:9]=[CH:8][C:7]([C:10]2[CH2:15][CH2:14][CH:13]([NH:16][C:17](=[O:23])[O:18][C:19]([CH3:22])([CH3:21])[CH3:20])[CH2:12][CH:11]=2)=[CH:6][CH:5]=1)([O-])=O.O.O.O.O.O.O.O.O.O.[S-2].[Na+].[Na+], predict the reaction product. (2) Given the reactants C1C(=O)N(Cl)C(=O)C1.[OH:9]/[N:10]=[CH:11]/[C:12]1[CH:17]=[CH:16][C:15]([CH2:18][N:19]([CH3:27])[C:20](=[O:26])[O:21][C:22]([CH3:25])([CH3:24])[CH3:23])=[CH:14][CH:13]=1.[CH:28]([S:31]([C:34]1[CH:39]=[CH:38][C:37]([C:40]2[N:41]=[C:42]([CH:47]=[CH2:48])[C:43]([NH2:46])=[N:44][CH:45]=2)=[CH:36][CH:35]=1)(=[O:33])=[O:32])([CH3:30])[CH3:29].CCN(CC)CC, predict the reaction product. The product is: [NH2:46][C:43]1[C:42]([CH:47]2[O:9][N:10]=[C:11]([C:12]3[CH:13]=[CH:14][C:15]([CH2:18][N:19]([CH3:27])[C:20](=[O:26])[O:21][C:22]([CH3:23])([CH3:24])[CH3:25])=[CH:16][CH:17]=3)[CH2:48]2)=[N:41][C:40]([C:37]2[CH:36]=[CH:35][C:34]([S:31]([CH:28]([CH3:29])[CH3:30])(=[O:33])=[O:32])=[CH:39][CH:38]=2)=[CH:45][N:44]=1. (3) Given the reactants C(OC1C=CC(C(C2CCN(CC(O)=O)CC2)=O)=CC=1)C.FC1C=CC(C(C2CCN(CC(O)=O)CC2)=O)=CC=1.C1(CO)CCC1.[CH:47]1([CH2:51][O:52][C:53]2[CH:70]=[CH:69][C:56]([C:57]([CH:59]3[CH2:64][CH2:63][N:62]([CH2:65][C:66]([OH:68])=[O:67])[CH2:61][CH2:60]3)=[O:58])=[CH:55][CH:54]=2)[CH2:50][CH2:49][CH2:48]1.[NH2:71][CH2:72][C:73]1[NH:74][C:75](=[O:83])[C:76]2[CH2:82][O:81][CH2:80][CH2:79][C:77]=2[N:78]=1.C(O)(C(F)(F)F)=O, predict the reaction product. The product is: [CH:47]1([CH2:51][O:52][C:53]2[CH:70]=[CH:69][C:56]([C:57]([CH:59]3[CH2:60][CH2:61][N:62]([CH2:65][C:66]([OH:68])=[O:67])[CH2:63][CH2:64]3)=[O:58])=[CH:55][CH:54]=2)[CH2:50][CH2:49][CH2:48]1.[CH:47]1([CH2:51][O:52][C:53]2[CH:70]=[CH:69][C:56]([C:57]([CH:59]3[CH2:64][CH2:63][N:62]([CH2:65][C:66]([NH:71][CH2:72][C:73]4[NH:74][C:75](=[O:83])[C:76]5[CH2:82][O:81][CH2:80][CH2:79][C:77]=5[N:78]=4)=[O:68])[CH2:61][CH2:60]3)=[O:58])=[CH:55][CH:54]=2)[CH2:50][CH2:49][CH2:48]1.